This data is from Full USPTO retrosynthesis dataset with 1.9M reactions from patents (1976-2016). The task is: Predict the reactants needed to synthesize the given product. (1) Given the product [F:21][CH:2]([F:1])[C:3]1[N:13]=[CH:12][C:11]([CH2:14][NH:15][C:16](=[O:20])[CH:17]([CH3:19])[CH3:18])=[CH:10][C:4]=1[C:5]([OH:7])=[O:6], predict the reactants needed to synthesize it. The reactants are: [F:1][CH:2]([F:21])[C:3]1[N:13]=[CH:12][C:11]([CH2:14][NH:15][C:16](=[O:20])[CH:17]([CH3:19])[CH3:18])=[CH:10][C:4]=1[C:5]([O:7]CC)=[O:6].[Li+].[OH-]. (2) Given the product [Cl:1][C:2]1[N:7]=[C:6](/[C:8](=[N:18]/[S@@:16]([C:13]([CH3:15])([CH3:14])[CH3:12])=[O:17])/[CH3:9])[C:5]([F:11])=[CH:4][CH:3]=1, predict the reactants needed to synthesize it. The reactants are: [Cl:1][C:2]1[N:7]=[C:6]([C:8](=O)[CH3:9])[C:5]([F:11])=[CH:4][CH:3]=1.[CH3:12][C:13]([S@:16]([NH2:18])=[O:17])([CH3:15])[CH3:14].[NH4+].[Cl-].C(OCC)(=O)C.